Dataset: Catalyst prediction with 721,799 reactions and 888 catalyst types from USPTO. Task: Predict which catalyst facilitates the given reaction. (1) Reactant: [O:1]=[C:2]1[C:10]2[C:5](=[CH:6][CH:7]=[CH:8][CH:9]=2)[C:4](=[O:11])[N:3]1[CH2:12][CH2:13][N:14]1[C:23]2[C:18](=[N:19][CH:20]=[C:21]([CH2:24][C:25]3[CH:30]=[CH:29][C:28]([F:31])=[CH:27][CH:26]=3)[CH:22]=2)[C:17]([OH:32])=[C:16]([C:33](OCC)=[O:34])[C:15]1=[O:38].[N:39]1([CH2:45][CH2:46][NH2:47])[CH2:44][CH2:43][O:42][CH2:41][CH2:40]1. Product: [O:1]=[C:2]1[C:10]2[C:5](=[CH:6][CH:7]=[CH:8][CH:9]=2)[C:4](=[O:11])[N:3]1[CH2:12][CH2:13][N:14]1[C:23]2[C:18](=[N:19][CH:20]=[C:21]([CH2:24][C:25]3[CH:26]=[CH:27][C:28]([F:31])=[CH:29][CH:30]=3)[CH:22]=2)[C:17]([OH:32])=[C:16]([C:33]([NH:47][CH2:46][CH2:45][N:39]2[CH2:44][CH2:43][O:42][CH2:41][CH2:40]2)=[O:34])[C:15]1=[O:38]. The catalyst class is: 14. (2) Reactant: [CH:1]1([NH:4][C:5]([C:7]2[CH:8]=[C:9]([F:31])[C:10]([CH3:30])=[C:11]([C:13]3[C:14]([C:27](O)=[O:28])=[CH:15][C:16]([C:19]([NH:21][CH2:22][C:23]([CH3:26])([CH3:25])[CH3:24])=[O:20])=[CH:17][CH:18]=3)[CH:12]=2)=[O:6])[CH2:3][CH2:2]1.CN(C(ON1N=NC2C=CC=CC1=2)=[N+](C)C)C.F[P-](F)(F)(F)(F)F.CCN(CC)CC.[F:63][C:64]1[CH:65]=[C:66]([CH:68]=[CH:69][C:70]=1[F:71])[NH2:67]. Product: [CH:1]1([NH:4][C:5]([C:7]2[CH:12]=[C:11]([C:13]3[C:14]([C:27]([NH:67][C:66]4[CH:68]=[CH:69][C:70]([F:71])=[C:64]([F:63])[CH:65]=4)=[O:28])=[CH:15][C:16]([C:19]([NH:21][CH2:22][C:23]([CH3:24])([CH3:25])[CH3:26])=[O:20])=[CH:17][CH:18]=3)[C:10]([CH3:30])=[C:9]([F:31])[CH:8]=2)=[O:6])[CH2:2][CH2:3]1. The catalyst class is: 2. (3) Reactant: [CH2:1]([O:8][C:9]1[CH:10]=[CH:11][C:12]([CH3:15])=[N:13][CH:14]=1)[C:2]1[CH:7]=[CH:6][CH:5]=[CH:4][CH:3]=1.ClC1C=CC=C(C(OO)=[O:24])C=1.C(=O)(O)[O-].[Na+]. Product: [CH2:1]([O:8][C:9]1[CH:10]=[CH:11][C:12]([CH3:15])=[N+:13]([O-:24])[CH:14]=1)[C:2]1[CH:3]=[CH:4][CH:5]=[CH:6][CH:7]=1. The catalyst class is: 2. (4) Reactant: Br[C:2]1[CH:7]=[CH:6][C:5]([C:8]2([OH:16])[CH2:13][O:12][C:11]([CH3:15])([CH3:14])[O:10][CH2:9]2)=[CH:4][CH:3]=1.[Cl-].[Li+].[CH:19]([Sn](CCCC)(CCCC)CCCC)=[CH2:20]. Product: [CH3:14][C:11]1([CH3:15])[O:12][CH2:13][C:8]([C:5]2[CH:6]=[CH:7][C:2]([CH:19]=[CH2:20])=[CH:3][CH:4]=2)([OH:16])[CH2:9][O:10]1. The catalyst class is: 12. (5) Reactant: C([O:3][CH:4](OCC)[CH2:5][CH2:6][CH2:7][NH2:8])C.C(N(CC)CC)C.[Br:19][C:20]([CH3:25])([CH3:24])[C:21](Br)=O. Product: [Br:19][C:20]([CH3:25])([CH3:24])[CH2:21][NH-:8].[CH:4](=[O:3])[CH2:5][CH2:6][CH3:7]. The catalyst class is: 1. (6) Reactant: O.[OH-].[Li+].C[O:5][C:6]([C:8]1[C:16]2[C:11](=[CH:12][CH:13]=[CH:14][CH:15]=2)[N:10]([C:17]2[CH:26]=[CH:25][C:24]3[C:19](=[CH:20][CH:21]=[CH:22][CH:23]=3)[N:18]=2)[CH:9]=1)=[O:7]. Product: [C:6]([C:8]1[C:16]2[C:11](=[CH:12][CH:13]=[CH:14][CH:15]=2)[N:10]([C:17]2[CH:26]=[CH:25][C:24]3[C:19](=[CH:20][CH:21]=[CH:22][CH:23]=3)[N:18]=2)[CH:9]=1)([OH:7])=[O:5]. The catalyst class is: 30. (7) Reactant: [F:1][C:2]([F:14])([F:13])[O:3][C:4]1[CH:5]=[C:6]([CH:10]=[CH:11][CH:12]=1)[C:7]([OH:9])=O.C(Cl)(=O)C(Cl)=O.CN(C)C=O.[NH2:26][C:27]1[CH:28]=[C:29]([CH:48]=[CH:49][CH:50]=1)[O:30][C:31]1[CH:45]=[CH:44][C:34]2[N:35]=[C:36]([NH:38][C:39]([CH:41]3[CH2:43][CH2:42]3)=[O:40])[S:37][C:33]=2[C:32]=1[C:46]#[N:47]. Product: [C:46]([C:32]1[C:33]2[S:37][C:36]([NH:38][C:39]([CH:41]3[CH2:42][CH2:43]3)=[O:40])=[N:35][C:34]=2[CH:44]=[CH:45][C:31]=1[O:30][C:29]1[CH:28]=[C:27]([NH:26][C:7](=[O:9])[C:6]2[CH:10]=[CH:11][CH:12]=[C:4]([O:3][C:2]([F:1])([F:14])[F:13])[CH:5]=2)[CH:50]=[CH:49][CH:48]=1)#[N:47]. The catalyst class is: 54.